This data is from Retrosynthesis with 50K atom-mapped reactions and 10 reaction types from USPTO. The task is: Predict the reactants needed to synthesize the given product. (1) Given the product CCCCN(N)C(=O)Oc1ccccc1, predict the reactants needed to synthesize it. The reactants are: CCCCNN.O=C(Cl)Oc1ccccc1. (2) Given the product CCOC(=O)C(C)(C)CN, predict the reactants needed to synthesize it. The reactants are: CCOC(=O)C(C)(C)C#N. (3) Given the product O=Cc1nn(-c2ccc(F)cc2F)c2c1C1CCC2C1, predict the reactants needed to synthesize it. The reactants are: OCc1nn(-c2ccc(F)cc2F)c2c1C1CCC2C1. (4) Given the product COc1cccc(C(N[C@@H](C)c2cccc(F)c2)c2cccc([N+](=O)[O-])c2)c1, predict the reactants needed to synthesize it. The reactants are: COc1cccc(C(=O)c2cccc([N+](=O)[O-])c2)c1.C[C@H](N)c1cccc(F)c1. (5) Given the product CC(C)(C)OC(=O)n1c(-c2ccc(OS(=O)(=O)c3cccc(Cl)c3)c3c2C(=O)NC3)cc2cc(CN3CCCCC3)ccc21, predict the reactants needed to synthesize it. The reactants are: CC(C)(C)OC(=O)n1c(-c2ccc(O)c3c2C(=O)NC3)cc2cc(CN3CCCCC3)ccc21.O=S(=O)(Cl)c1cccc(Cl)c1. (6) Given the product COc1ccc(Cn2c(=O)c3c(Nc4cccc(C(=O)N5CCC(O)C5)c4)c(C)c(=O)n(C)c3n(-c3ccc(I)cc3F)c2=O)cc1, predict the reactants needed to synthesize it. The reactants are: COc1ccc(Cn2c(=O)c3c(Nc4cccc(C(=O)O)c4)c(C)c(=O)n(C)c3n(-c3ccc(I)cc3F)c2=O)cc1.OC1CCNC1.